Dataset: NCI-60 drug combinations with 297,098 pairs across 59 cell lines. Task: Regression. Given two drug SMILES strings and cell line genomic features, predict the synergy score measuring deviation from expected non-interaction effect. (1) Drug 1: C1=NNC2=C1C(=O)NC=N2. Drug 2: N.N.Cl[Pt+2]Cl. Cell line: MCF7. Synergy scores: CSS=23.8, Synergy_ZIP=-9.30, Synergy_Bliss=-5.15, Synergy_Loewe=-4.36, Synergy_HSA=-1.04. (2) Drug 1: CC1=CC2C(CCC3(C2CCC3(C(=O)C)OC(=O)C)C)C4(C1=CC(=O)CC4)C. Cell line: NCI/ADR-RES. Drug 2: C1CC(C1)(C(=O)O)C(=O)O.[NH2-].[NH2-].[Pt+2]. Synergy scores: CSS=-1.81, Synergy_ZIP=-5.23, Synergy_Bliss=-8.29, Synergy_Loewe=-14.4, Synergy_HSA=-7.99. (3) Drug 1: CC1C(C(CC(O1)OC2CC(OC(C2O)C)OC3=CC4=CC5=C(C(=O)C(C(C5)C(C(=O)C(C(C)O)O)OC)OC6CC(C(C(O6)C)O)OC7CC(C(C(O7)C)O)OC8CC(C(C(O8)C)O)(C)O)C(=C4C(=C3C)O)O)O)O. Drug 2: C#CCC(CC1=CN=C2C(=N1)C(=NC(=N2)N)N)C3=CC=C(C=C3)C(=O)NC(CCC(=O)O)C(=O)O. Cell line: SNB-19. Synergy scores: CSS=44.8, Synergy_ZIP=2.68, Synergy_Bliss=3.47, Synergy_Loewe=1.00, Synergy_HSA=0.891. (4) Drug 1: CC1C(C(CC(O1)OC2CC(CC3=C2C(=C4C(=C3O)C(=O)C5=C(C4=O)C(=CC=C5)OC)O)(C(=O)C)O)N)O.Cl. Drug 2: CNC(=O)C1=NC=CC(=C1)OC2=CC=C(C=C2)NC(=O)NC3=CC(=C(C=C3)Cl)C(F)(F)F. Cell line: EKVX. Synergy scores: CSS=30.3, Synergy_ZIP=-2.52, Synergy_Bliss=4.56, Synergy_Loewe=3.53, Synergy_HSA=5.32. (5) Drug 1: COC1=NC(=NC2=C1N=CN2C3C(C(C(O3)CO)O)O)N. Drug 2: C1CC(=O)NC(=O)C1N2C(=O)C3=CC=CC=C3C2=O. Cell line: K-562. Synergy scores: CSS=-5.71, Synergy_ZIP=6.28, Synergy_Bliss=6.06, Synergy_Loewe=-4.51, Synergy_HSA=-5.15.